This data is from Forward reaction prediction with 1.9M reactions from USPTO patents (1976-2016). The task is: Predict the product of the given reaction. Given the reactants [CH2:1]([C:4]1([OH:17])[CH2:9][CH2:8][N:7]([C:10]([O:12][C:13]([CH3:16])([CH3:15])[CH3:14])=[O:11])[CH2:6][CH2:5]1)[CH:2]=[CH2:3].I([O-])(=O)(=O)=[O:19].[Na+], predict the reaction product. The product is: [OH:19][CH:2]1[CH2:1][C:4]2([CH2:9][CH2:8][N:7]([C:10]([O:12][C:13]([CH3:16])([CH3:15])[CH3:14])=[O:11])[CH2:6][CH2:5]2)[O:17][CH2:3]1.